From a dataset of Experimentally validated miRNA-target interactions with 360,000+ pairs, plus equal number of negative samples. Binary Classification. Given a miRNA mature sequence and a target amino acid sequence, predict their likelihood of interaction. (1) The miRNA is hsa-miR-623 with sequence AUCCCUUGCAGGGGCUGUUGGGU. The protein sequence of the target gene is MLKREGKVQPYTKTLDGGWGWMIVIHFFLVNVFVMGMTKTFAIFFVVFQEEFEGTSEQIGWIGSIMSSLRFCAGPLVAIICDILGEKTTSILGAFVVTGGYLISSWATSIPFLCVTMGLLPGLGSAFLYQVAAVVTTKYFKKRLALSTAIARSGMGLTFLLAPFTKFLIDLYDWTGALILFGAIALNLVPSSMLLRPIHIKSENNSGIKDKGSSLSAHGPEAHATETHCHETEESTIKDSTTQKAGLPSKNLTVSQNQSEEFYNGPNRNRLLLKSDEESDKVISWSCKQLFDISLFRNPF.... Result: 1 (interaction). (2) The miRNA is mmu-miR-214-3p with sequence ACAGCAGGCACAGACAGGCAGU. The protein sequence of the target gene is MPGGKKVVPSGSSSASPNAAATTTAAAAAAAAAPHSGTKRLETTEGASAQRDEEPEEEGEEDLRDGGVPFFINRGGLPVDEATWERMWKHVAKIHPDGEKVALRIRGATDLPKIPIPSVPTFQPTTPVPERLEAVQRYIRELQYNHTGTQFFEIKKSRPLTGLMDLAKEMTKEALPIKCLEAVILGIYLTNSMPTLERFPISFKTYFSGNYFRHIVLGVNFGGRYGALGMSRREDLMYKPPAFRTLSELVLDYEAAYGRCWHVLKKVKLGQCVSHDPHSVEQIEWKHSVLDVERLGREDF.... Result: 1 (interaction). (3) The miRNA is hsa-miR-196b-5p with sequence UAGGUAGUUUCCUGUUGUUGGG. The protein sequence of the target gene is MMERIRKEMILMERGLHSPTAGKRFSNLSNSAGNAVLEALENSQHPARLSPRLPSAPLHSALGELPAKGKFEIDTLFNLQHTGSESTVSSEISSAAESRKKPGHYSEAAAEADMSSDVEVGCSALRSPGGLGAAQLKENNGKGYAESGSAAGTTTSASGSGLGSLHGGSGGSGGSAALGGSGSGADQVRRYRTAFTREQIARLEKEFYRENYVSRPRRCELAAALNLPETTIKVWFQNRRMKDKRQRLAMSWPHPADPSFYTYMMTHAAATGSLPYPFHSHVPLHYYPHVGVTAAAAAAA.... Result: 0 (no interaction). (4) The miRNA is cel-miR-356a with sequence UUGAGCAACGCGAACAAAUCA. The protein sequence of the target gene is MAEAEGSSLLLLPPPPPPPRMAEVEAPTAAETDMKQYQGSGGVAMDVERSRFPYCVVWTPIPVLTWFFPIIGHMGICTSTGVIRDFAGPYFVSEDNMAFGKPAKYWKLDPAQVYASGPNAWDTAVHDASEEYKHRMHNLCCDNCHSHVALALNLMRYNNSTNWNMVTLCFFCLLYGKYVSVGAFVKTWLPFILLLGIILTVSLVFNLR. Result: 0 (no interaction). (5) The miRNA is cel-miR-787-3p with sequence UAAGCUCGUUUUAGUAUCUUUCG. The protein sequence of the target gene is MSALTPPTDMPTPTTDKITQAAMETIYLCKFRVSMDGEWLCLRELDDISLTPDPEPTHEDPNYLMANERMNLMNMAKLSIKGLIESALNLGRTLDSDYAPLQQFFVVMEHCLKHGLKAKKTFLGQNKSFWGPLELVEKLVPEAAEITASVKDLPGLKTPVGRGRAWLRLALMQKKLSEYMKALINKKELLSEFYEVNALMMEEEGAIIAGLLVGLNVIDANFCMKGEDLDSQVGVIDFSMYLKDGNSSKGSEGDGQITAILDQKNYVEELNRHLNATVNNLQTKVDLLEKSNTKLTEELA.... Result: 0 (no interaction). (6) The miRNA is hsa-miR-4721 with sequence UGAGGGCUCCAGGUGACGGUGG. The protein sequence of the target gene is MASGPGSQEREGLLIVKLEEDCAWSQELPPPDPGPSPEASHLRFRRFRFQEAAGPREALSRLQELCHGWLRPEMRTKEQILELLVLEQFLTILPQEIQSRVQELHPESGEEAVTLVEDMQRELGRLRQQVTNHGRGTEVLLEEPLPLETARESPSFKLEPMETERSPGPRLQELLGPSPQRDPQAVKERALSAPWLSLFPPEGNMEDKEMTGPQLPESLEDVAMYISQEEWGHQDPSKRALSRDTVQESYENVDSLESHIPSQEVPGTQVGQGGKLWDPSVQSCKEGLSPRGPAPGEEKF.... Result: 0 (no interaction). (7) The miRNA is hsa-miR-7-2-3p with sequence CAACAAAUCCCAGUCUACCUAA. The protein sequence of the target gene is MLPAVGSVDEEEDPAEEDCPELVPIETTQSEEEEKSGLGAKIPVTIITGYLGAGKTTLLNYILTEQHSKRVAVILNESGEGSALEKSLAVSQGGELYEEWLELRNGCLCCSVKDNGLRAIENLMQKKGKFDDILLETTGLADPGAVTSMFWVDAELGSDIYLDGIITIVDSKYGLKHLTEEKPDGLINEATRQVALADIILINKTDLVPEEDVKKLRTTIRSINGLGQILETQRSRVDLSNVLDLHAFDSLSGISLQKKLQHVPGTQPHLDQSIVTITFEVPGNAKEEHLNMFIQNLLWE.... Result: 1 (interaction).